This data is from TCR-epitope binding with 47,182 pairs between 192 epitopes and 23,139 TCRs. The task is: Binary Classification. Given a T-cell receptor sequence (or CDR3 region) and an epitope sequence, predict whether binding occurs between them. (1) The epitope is VVYRGTTTY. The TCR CDR3 sequence is CASSPTETYEQYF. Result: 1 (the TCR binds to the epitope). (2) The epitope is VLAWLYAAV. The TCR CDR3 sequence is CASSLTTTPRGTEAFF. Result: 1 (the TCR binds to the epitope). (3) The epitope is VSFIEFVGW. The TCR CDR3 sequence is CSARGGQGQNTGELFF. Result: 0 (the TCR does not bind to the epitope). (4) The epitope is IVTDFSVIK. The TCR CDR3 sequence is CASSFGQGTGTEAFF. Result: 1 (the TCR binds to the epitope). (5) The epitope is TVYDPLQPELDSFK. Result: 1 (the TCR binds to the epitope). The TCR CDR3 sequence is CASSLGATEQYF. (6) The epitope is KLSYGIATV. The TCR CDR3 sequence is CASSQGDRGTIYEDEKLFF. Result: 1 (the TCR binds to the epitope). (7) The epitope is LLDFVRFMGV. The TCR CDR3 sequence is CATTDAEGVNTGELFF. Result: 0 (the TCR does not bind to the epitope).